From a dataset of Full USPTO retrosynthesis dataset with 1.9M reactions from patents (1976-2016). Predict the reactants needed to synthesize the given product. (1) The reactants are: [F:1][C:2]1[CH:3]=[C:4]([C:9]2[C:17]3[C:12](=[CH:13][C:14]([O:18][CH2:19][CH2:20][CH2:21][N:22]4[CH2:27][CH2:26][N:25](C(OC(C)(C)C)=O)[CH2:24][CH2:23]4)=[CH:15][CH:16]=3)[C:11](=[O:35])[C:10]=2[C:36]2[CH:37]=[N:38][CH:39]=[CH:40][CH:41]=2)[CH:5]=[C:6]([F:8])[CH:7]=1.FC(F)(F)C(O)=O.C(Cl)[Cl:50]. Given the product [ClH:50].[F:1][C:2]1[CH:3]=[C:4]([C:9]2[C:17]3[C:12](=[CH:13][C:14]([O:18][CH2:19][CH2:20][CH2:21][N:22]4[CH2:27][CH2:26][NH:25][CH2:24][CH2:23]4)=[CH:15][CH:16]=3)[C:11](=[O:35])[C:10]=2[C:36]2[CH:37]=[N:38][CH:39]=[CH:40][CH:41]=2)[CH:5]=[C:6]([F:8])[CH:7]=1, predict the reactants needed to synthesize it. (2) Given the product [OH:1][C@H:2]1[CH2:7][CH2:6][C@H:5]2[C@H:8]3[C@H:17]([CH2:18][CH2:19][C@:3]12[CH3:4])[C:16]1[CH:15]=[CH:14][C:13]([O:20][CH3:21])=[CH:12][C:11]=1[CH2:10][C@H:9]3[CH2:22][CH2:23][CH2:24][CH2:25][CH2:26][CH2:27][CH2:28][CH2:29][CH2:30][CH:31]([CH2:37][CH2:38][CH2:39][C:40]([F:45])([F:46])[C:41]([F:42])([F:43])[F:44])[C:32]([O:34][CH2:35][CH3:36])=[O:33], predict the reactants needed to synthesize it. The reactants are: [OH:1][C@H:2]1[CH2:7][CH2:6][C@H:5]2[C@H:8]3[C@H:17]([CH2:18][CH2:19][C@:3]12[CH3:4])[C:16]1[CH:15]=[CH:14][C:13]([O:20][CH3:21])=[CH:12][C:11]=1[CH2:10][C@H:9]3[CH2:22][CH:23]=[CH:24][CH2:25][CH2:26][CH2:27][CH2:28][CH2:29][CH2:30][CH:31]([CH2:37][CH2:38][CH2:39][C:40]([F:46])([F:45])[C:41]([F:44])([F:43])[F:42])[C:32]([O:34][CH2:35][CH3:36])=[O:33]. (3) The reactants are: [CH3:1][S:2](Cl)(=[O:4])=[O:3].[N:6]1([NH2:12])[CH2:11][CH2:10][CH2:9][CH2:8][CH2:7]1. Given the product [N:6]1([NH:12][S:2]([CH3:1])(=[O:4])=[O:3])[CH2:11][CH2:10][CH2:9][CH2:8][CH2:7]1, predict the reactants needed to synthesize it. (4) Given the product [CH3:16][O:15][CH:3]([O:2][CH3:1])[C:4]1[N:13]=[C:12]2[C:7]([CH2:8][CH2:9][CH2:10][N:11]2[C:17]([O:18][C:19]2[CH:24]=[CH:23][CH:22]=[CH:21][CH:20]=2)=[O:25])=[CH:6][C:5]=1[I:14], predict the reactants needed to synthesize it. The reactants are: [CH3:1][O:2][CH:3]([O:15][CH3:16])[C:4]1[N:13]=[C:12]2[C:7]([CH2:8][CH2:9][CH2:10][NH:11]2)=[CH:6][C:5]=1[I:14].[C:17](=O)([O:25]C1C=CC=CC=1)[O:18][C:19]1[CH:24]=[CH:23][CH:22]=[CH:21][CH:20]=1.[Li+].C[Si]([N-][Si](C)(C)C)(C)C. (5) Given the product [Cl:13][C:9]1[CH:8]=[CH:7][N:6]=[CH:5][C:4]=1[N+:1]([O-:3])=[O:2], predict the reactants needed to synthesize it. The reactants are: [N+:1]([C:4]1[CH:5]=[N:6][CH:7]=[CH:8][C:9]=1O)([O-:3])=[O:2].P(Cl)(Cl)([Cl:13])=O. (6) Given the product [OH:17][N:16]=[CH:12][C:9]1[CH:10]=[CH:11][C:6]([O:5][CH2:4][C:3]([O:2][CH3:1])=[O:14])=[CH:7][CH:8]=1, predict the reactants needed to synthesize it. The reactants are: [CH3:1][O:2][C:3](=[O:14])[CH2:4][O:5][C:6]1[CH:11]=[CH:10][C:9]([CH:12]=O)=[CH:8][CH:7]=1.Cl.[NH2:16][OH:17].C([O-])(=O)C.[Na+].